This data is from Reaction yield outcomes from USPTO patents with 853,638 reactions. The task is: Predict the reaction yield, written as a fraction of the theoretical maximum amount of product (1.0 means a 100% yield; for example, 0.34 means a 34% yield). (1) The reactants are [Cl-].[Cl-].[Cl-].[Al+3].[C:5]1([O:11][CH3:12])[CH:10]=[CH:9][CH:8]=[CH:7][CH:6]=1.[C:13]([N:16]1[CH2:24][CH2:23][CH:19]([C:20](Cl)=[O:21])[CH2:18][CH2:17]1)(=[O:15])[CH3:14]. The catalyst is C(=S)=S. The product is [C:13]([N:16]1[CH2:17][CH2:18][CH:19]([C:20](=[O:21])[C:8]2[CH:9]=[CH:10][C:5]([O:11][CH3:12])=[CH:6][CH:7]=2)[CH2:23][CH2:24]1)(=[O:15])[CH3:14]. The yield is 0.600. (2) The reactants are COC(C1C=C(NS(C2C=CC(C)=CC=2)(=O)=O)C2C(=C(OCC3C=CC=CC=3)C=CC=2)N=1)=O.[CH3:34][O:35][C:36]([C:38]1[CH:47]=[C:46]([O:48]CC2C=CC=CC=2)[C:45]2[C:40](=[C:41]([N+:64]([O-])=O)[CH:42]=[C:43]([C:56]#[C:57][C:58]3[CH:63]=[CH:62][CH:61]=[CH:60][CH:59]=3)[CH:44]=2)[N:39]=1)=[O:37]. No catalyst specified. The product is [CH3:34][O:35][C:36]([C:38]1[CH:47]=[C:46]([OH:48])[C:45]2[C:40](=[C:41]([NH2:64])[CH:42]=[C:43]([CH2:56][CH2:57][C:58]3[CH:59]=[CH:60][CH:61]=[CH:62][CH:63]=3)[CH:44]=2)[N:39]=1)=[O:37]. The yield is 0.920. (3) The reactants are [C:1]1([CH3:23])[CH:6]=[C:5]([CH3:7])[CH:4]=[C:3]([CH3:8])[C:2]=1[C:9]1[N:14]=[C:13]([CH2:15][N:16]([CH2:20][CH2:21][CH3:22])[CH2:17][CH2:18][CH3:19])[CH:12]=[CH:11][CH:10]=1.C([Li])CCC.[CH3:29][CH2:30][O:31][CH:32]=[C:33]([C:39]([O:41][CH2:42][CH3:43])=[O:40])[C:34]([O:36][CH2:37][CH3:38])=[O:35]. The catalyst is O1CCCC1. The product is [CH2:17]([N:16]([CH2:20][CH2:21][CH3:22])[CH:15]([C:13]1[CH:12]=[CH:11][CH:10]=[C:9]([C:2]2[C:3]([CH3:8])=[CH:4][C:5]([CH3:7])=[CH:6][C:1]=2[CH3:23])[N:14]=1)[CH:32]([CH:33]([C:34]([O:36][CH2:37][CH3:38])=[O:35])[C:39]([O:41][CH2:42][CH3:43])=[O:40])[O:31][CH2:30][CH3:29])[CH2:18][CH3:19]. The yield is 0.590.